The task is: Predict which catalyst facilitates the given reaction.. This data is from Catalyst prediction with 721,799 reactions and 888 catalyst types from USPTO. (1) Reactant: [N:1]1([CH2:6][CH2:7][CH2:8][N:9]2[CH2:14][CH2:13][CH:12]([CH2:15][NH:16][C:17](=[O:28])[C:18]3[CH:23]=[C:22]([Cl:24])[C:21]([NH2:25])=[CH:20][C:19]=3[O:26][CH3:27])[CH2:11][CH2:10]2)[CH:5]=[CH:4][N:3]=[N:2]1.Cl. Product: [ClH:24].[N:1]1([CH2:6][CH2:7][CH2:8][N:9]2[CH2:10][CH2:11][CH:12]([CH2:15][NH:16][C:17](=[O:28])[C:18]3[CH:23]=[C:22]([Cl:24])[C:21]([NH2:25])=[CH:20][C:19]=3[O:26][CH3:27])[CH2:13][CH2:14]2)[CH:5]=[CH:4][N:3]=[N:2]1. The catalyst class is: 8. (2) Reactant: [Cl:1][C:2]1[CH:17]=[CH:16][C:5]([CH2:6][NH:7][CH2:8][C:9]2[CH:14]=[CH:13][C:12]([Cl:15])=[CH:11][CH:10]=2)=[CH:4][CH:3]=1.[CH2:18]([O:20][C@H:21]([C:34]([O:36][CH2:37][CH3:38])=[O:35])[CH2:22][C:23]1[CH:33]=[CH:32][C:26]([O:27][CH2:28][C:29](O)=[O:30])=[CH:25][CH:24]=1)[CH3:19].C(N(CC)C(C)C)(C)C.F[B-](F)(F)F.N1(OC(N(C)C)=[N+](C)C)C2C=CC=CC=2N=N1. Product: [Cl:1][C:2]1[CH:3]=[CH:4][C:5]([CH2:6][N:7]([CH2:8][C:9]2[CH:14]=[CH:13][C:12]([Cl:15])=[CH:11][CH:10]=2)[C:29](=[O:30])[CH2:28][O:27][C:26]2[CH:25]=[CH:24][C:23]([CH2:22][C@H:21]([O:20][CH2:18][CH3:19])[C:34]([O:36][CH2:37][CH3:38])=[O:35])=[CH:33][CH:32]=2)=[CH:16][CH:17]=1. The catalyst class is: 2. (3) Reactant: [CH3:1][CH:2]([CH3:18])[CH2:3][NH:4][CH:5]1[CH2:10][CH2:9][N:8]([C:11]([O:13][C:14]([CH3:17])([CH3:16])[CH3:15])=[O:12])[CH2:7][CH2:6]1.[Cl:19][C:20]1[CH:27]=[C:26]([S:28]([CH3:31])(=[O:30])=[O:29])[CH:25]=[CH:24][C:21]=1[CH:22]=O.C(O[BH-](OC(=O)C)OC(=O)C)(=O)C.[Na+]. Product: [Cl:19][C:20]1[CH:27]=[C:26]([S:28]([CH3:31])(=[O:30])=[O:29])[CH:25]=[CH:24][C:21]=1[CH2:22][N:4]([CH2:3][CH:2]([CH3:18])[CH3:1])[CH:5]1[CH2:6][CH2:7][N:8]([C:11]([O:13][C:14]([CH3:15])([CH3:16])[CH3:17])=[O:12])[CH2:9][CH2:10]1. The catalyst class is: 1. (4) Reactant: [NH2:1][C:2]1[C:7]([N+:8]([O-])=O)=[C:6]([N:11]2[CH2:16][CH2:15][N:14]([C:17]([O:19][C:20]([CH3:23])([CH3:22])[CH3:21])=[O:18])[CH2:13][CH2:12]2)[C:5]([Br:24])=[CH:4][N:3]=1.[CH3:25][N:26]([CH3:35])[C:27]1[CH:34]=[CH:33][C:30]([CH:31]=O)=[CH:29][CH:28]=1.[O-]S(S([O-])=O)=O.[Na+].[Na+]. Product: [C:20]([O:19][C:17]([N:14]1[CH2:15][CH2:16][N:11]([C:6]2[C:5]([Br:24])=[CH:4][N:3]=[C:2]3[NH:1][C:31]([C:30]4[CH:33]=[CH:34][C:27]([N:26]([CH3:35])[CH3:25])=[CH:28][CH:29]=4)=[N:8][C:7]=23)[CH2:12][CH2:13]1)=[O:18])([CH3:23])([CH3:22])[CH3:21]. The catalyst class is: 14. (5) Reactant: C([O:3][C:4](=[O:15])[CH2:5][O:6][C:7]1[CH:12]=[CH:11][CH:10]=[C:9]([O:13][CH3:14])[CH:8]=1)C.[OH-].[Na+].Cl. Product: [CH3:14][O:13][C:9]1[CH:8]=[C:7]([CH:12]=[CH:11][CH:10]=1)[O:6][CH2:5][C:4]([OH:15])=[O:3]. The catalyst class is: 14. (6) Reactant: [F:1][C:2]([F:37])([F:36])[C:3]1[CH:4]=[C:5]([CH:29]=[C:30]([C:32]([F:35])([F:34])[F:33])[CH:31]=1)[C:6]([N:8]1[CH2:13][CH2:12][N:11]([CH2:14][CH2:15][CH2:16][OH:17])[CH2:10][C@H:9]1[CH2:18][C:19]1[CH:28]=[CH:27][C:26]2[C:21](=[CH:22][CH:23]=[CH:24][CH:25]=2)[CH:20]=1)=[O:7].C(N(CC)CC)C.[CH3:45][S:46](Cl)(=[O:48])=[O:47]. Product: [F:37][C:2]([F:1])([F:36])[C:3]1[CH:4]=[C:5]([CH:29]=[C:30]([C:32]([F:33])([F:34])[F:35])[CH:31]=1)[C:6]([N:8]1[CH2:13][CH2:12][N:11]([CH2:14][CH2:15][CH2:16][O:17][S:46]([CH3:45])(=[O:48])=[O:47])[CH2:10][C@H:9]1[CH2:18][C:19]1[CH:28]=[CH:27][C:26]2[C:21](=[CH:22][CH:23]=[CH:24][CH:25]=2)[CH:20]=1)=[O:7]. The catalyst class is: 4.